This data is from Forward reaction prediction with 1.9M reactions from USPTO patents (1976-2016). The task is: Predict the product of the given reaction. (1) Given the reactants [Cl:1][C:2]1[CH:3]=[C:4]([CH:28]=[CH:29][CH:30]=1)[O:5][C:6]1[CH:7]=[CH:8][C:9]2[N:13]=[C:12]([CH2:14][O:15][C:16]3[CH:17]=[C:18]([CH:23]=[CH:24][CH:25]=3)[C:19]([O:21]C)=[O:20])[N:11]([CH3:26])[C:10]=2[CH:27]=1.[OH-].[Na+].Cl, predict the reaction product. The product is: [ClH:1].[Cl:1][C:2]1[CH:3]=[C:4]([CH:28]=[CH:29][CH:30]=1)[O:5][C:6]1[CH:7]=[CH:8][C:9]2[N:13]=[C:12]([CH2:14][O:15][C:16]3[CH:17]=[C:18]([CH:23]=[CH:24][CH:25]=3)[C:19]([OH:21])=[O:20])[N:11]([CH3:26])[C:10]=2[CH:27]=1. (2) The product is: [NH2:9][S:8]([C:6]1[CH:5]=[CH:4][C:3]([NH:12][C:13]([C:15]2[CH:20]=[C:19]([N:27]([CH:22]3[CH2:26][CH2:25][CH2:24][CH2:23]3)[CH2:28][CH:29]([CH3:31])[CH3:30])[N:18]=[CH:17][N:16]=2)=[O:14])=[C:2]([CH3:1])[CH:7]=1)(=[O:11])=[O:10]. Given the reactants [CH3:1][C:2]1[CH:7]=[C:6]([S:8](=[O:11])(=[O:10])[NH2:9])[CH:5]=[CH:4][C:3]=1[NH:12][C:13]([C:15]1[CH:20]=[C:19](Cl)[N:18]=[CH:17][N:16]=1)=[O:14].[CH:22]1([NH:27][CH2:28][CH:29]([CH3:31])[CH3:30])[CH2:26][CH2:25][CH2:24][CH2:23]1, predict the reaction product. (3) Given the reactants [CH:1]([N:4]1[CH2:9][CH2:8][CH:7]([NH:10][C:11]([C:13]2[NH:14][C:15]([CH2:18][O:19][CH2:20][CH2:21][O:22][CH2:23][CH2:24][O:25][CH3:26])=[N:16][CH:17]=2)=[O:12])[CH2:6][CH2:5]1)([CH3:3])[CH3:2].Br[CH2:28][C:29]1[CH:33]=[C:32]([C:34]2[S:35][C:36]([Cl:39])=[CH:37][CH:38]=2)[O:31][N:30]=1.C([O-])([O-])=O.[Cs+].[Cs+], predict the reaction product. The product is: [CH:1]([N:4]1[CH2:9][CH2:8][CH:7]([NH:10][C:11]([C:13]2[N:14]([CH2:28][C:29]3[CH:33]=[C:32]([C:34]4[S:35][C:36]([Cl:39])=[CH:37][CH:38]=4)[O:31][N:30]=3)[C:15]([CH2:18][O:19][CH2:20][CH2:21][O:22][CH2:23][CH2:24][O:25][CH3:26])=[N:16][CH:17]=2)=[O:12])[CH2:6][CH2:5]1)([CH3:3])[CH3:2]. (4) Given the reactants [CH3:1][C:2]1[C:7]2[CH2:8][O:9][C@@H:10]3[C@H:14]([C:6]=2[CH:5]=[C:4](OS(C(F)(F)F)(=O)=O)[CH:3]=1)[CH2:13][N:12]([C:15]([O:17][CH2:18][CH3:19])=[O:16])[CH2:11]3.[CH3:28]B1OB(C)OB(C)O1.C(=O)([O-])[O-].[K+].[K+], predict the reaction product. The product is: [CH3:1][C:2]1[C:7]2[CH2:8][O:9][C@@H:10]3[C@H:14]([C:6]=2[CH:5]=[C:4]([CH3:28])[CH:3]=1)[CH2:13][N:12]([C:15]([O:17][CH2:18][CH3:19])=[O:16])[CH2:11]3. (5) Given the reactants [NH2:1][C:2]1[C:6]2[C:7](Cl)=[N:8][C:9]([NH:11][C:12]([NH:14][C@@H:15]([C:17]3[CH:22]=[CH:21][CH:20]=[CH:19][CH:18]=3)[CH3:16])=[O:13])=[CH:10][C:5]=2[NH:4][N:3]=1.[CH3:24][O-:25].[Na+].Cl, predict the reaction product. The product is: [NH2:1][C:2]1[C:6]2[C:7]([O:25][CH3:24])=[N:8][C:9]([NH:11][C:12]([NH:14][C@@H:15]([C:17]3[CH:22]=[CH:21][CH:20]=[CH:19][CH:18]=3)[CH3:16])=[O:13])=[CH:10][C:5]=2[NH:4][N:3]=1. (6) Given the reactants [CH:1]1([N:4]2[C:8]3[C:9]([O:22][C@@H:23]([C@H:25]4[CH2:29][NH:28][C:27](=[O:30])[CH2:26]4)[CH3:24])=[CH:10][C:11](B4OC(C)(C)C(C)(C)O4)=[CH:12][C:7]=3[N:6]=[CH:5]2)[CH2:3][CH2:2]1.I[C:32]1[N:36](C(OC(C)(C)C)=O)[C:35]([CH3:44])=[N:34][CH:33]=1.[O-]P([O-])([O-])=O.[K+].[K+].[K+].N#N, predict the reaction product. The product is: [CH:1]1([N:4]2[C:8]3[C:9]([O:22][C@@H:23]([C@H:25]4[CH2:29][NH:28][C:27](=[O:30])[CH2:26]4)[CH3:24])=[CH:10][C:11]([C:32]4[NH:36][C:35]([CH3:44])=[N:34][CH:33]=4)=[CH:12][C:7]=3[N:6]=[CH:5]2)[CH2:3][CH2:2]1. (7) Given the reactants [Br:1][C:2]1[CH:9]=[CH:8][C:5]([CH2:6]Br)=[CH:4][CH:3]=1.[H-].[Na+].Cl[C:13]1[CH:18]=[C:17]([C:19]([F:22])([F:21])[F:20])[C:16]([Cl:23])=[CH:15][N:14]=1.[O:24]1CCCC1, predict the reaction product. The product is: [Br:1][C:2]1[CH:9]=[CH:8][C:5]([CH2:6][O:24][C:13]2[CH:18]=[C:17]([C:19]([F:22])([F:21])[F:20])[C:16]([Cl:23])=[CH:15][N:14]=2)=[CH:4][CH:3]=1. (8) Given the reactants [NH2:1][C:2]1[N:11]=[C:10]([C:12]([N:14]2[CH2:22][C:21]3[C:16](=[CH:17][CH:18]=[CH:19][CH:20]=3)[CH2:15]2)=[O:13])[C:9]2[C:4](=[CH:5][CH:6]=[C:7]([C:23]3[CH:30]=[CH:29][CH:28]=[CH:27][C:24]=3[CH:25]=O)[CH:8]=2)[N:3]=1.Cl.[F:32][C:33]1([F:38])[CH2:37][CH2:36][NH:35][CH2:34]1.C(O[BH-](OC(=O)C)OC(=O)C)(=O)C.[Na+].O, predict the reaction product. The product is: [NH2:1][C:2]1[N:11]=[C:10]([C:12]([N:14]2[CH2:15][C:16]3[C:21](=[CH:20][CH:19]=[CH:18][CH:17]=3)[CH2:22]2)=[O:13])[C:9]2[C:4](=[CH:5][CH:6]=[C:7]([C:23]3[CH:30]=[CH:29][CH:28]=[CH:27][C:24]=3[CH2:25][N:35]3[CH2:36][CH2:37][C:33]([F:38])([F:32])[CH2:34]3)[CH:8]=2)[N:3]=1. (9) Given the reactants [CH3:1][C:2]1[CH:3]=[C:4]([CH:8]=[CH:9][C:10]=1[C:11]([N:13]1[CH2:17][CH2:16][CH2:15][CH2:14]1)=[O:12])[C:5]([OH:7])=O.CN(C(ON1N=NC2C=CC=CC1=2)=[N+](C)C)C.[B-](F)(F)(F)F.C(N(C(C)C)CC)(C)C.[Cl:49][C:50]1[CH:63]=[CH:62][C:53]2[N:54]=[C:55]([CH:57]([NH:59][CH2:60][CH3:61])[CH3:58])[NH:56][C:52]=2[CH:51]=1.ClCl, predict the reaction product. The product is: [Cl:49][C:50]1[CH:63]=[CH:62][C:53]2[NH:54][C:55]([CH:57]([N:59]([CH2:60][CH3:61])[C:5](=[O:7])[C:4]3[CH:8]=[CH:9][C:10]([C:11]([N:13]4[CH2:17][CH2:16][CH2:15][CH2:14]4)=[O:12])=[C:2]([CH3:1])[CH:3]=3)[CH3:58])=[N:56][C:52]=2[CH:51]=1. (10) The product is: [C:1]([O:5][C:6]1[CH:11]=[C:10]([CH3:12])[C:9]([O:13][CH2:14][CH2:15][CH2:16][CH2:17][CH:18]([P:25]([CH2:29][CH3:30])([CH2:27][CH3:28])=[O:26])[P:19]([CH2:23][CH3:24])([CH2:21][CH3:22])=[O:20])=[C:8]([CH3:31])[C:7]=1[CH2:32][CH2:33][C:34]([OH:36])=[O:35])(=[O:4])[CH2:2][CH3:3]. Given the reactants [C:1]([O:5][C:6]1[CH:11]=[C:10]([CH3:12])[C:9]([O:13][CH2:14][CH2:15][CH2:16][CH2:17][CH:18]([P:25]([CH2:29][CH3:30])([CH2:27][CH3:28])=[O:26])[P:19]([CH2:23][CH3:24])([CH2:21][CH3:22])=[O:20])=[C:8]([CH3:31])[C:7]=1[CH2:32][CH2:33][C:34]([O:36]CC1C=CC=CC=1)=[O:35])(=[O:4])[CH2:2][CH3:3], predict the reaction product.